From a dataset of Reaction yield outcomes from USPTO patents with 853,638 reactions. Predict the reaction yield, written as a fraction of the theoretical maximum amount of product (1.0 means a 100% yield; for example, 0.34 means a 34% yield). (1) The reactants are [C:1]([NH:4][C:5]1[CH:6]=[CH:7][CH:8]=[C:9]2[C:13]=1[C:12](=[O:14])[N:11]([CH:15]([C:20]1[CH:25]=[CH:24][C:23]([O:26][CH:27]([F:29])[F:28])=[C:22]([O:30][CH2:31][CH3:32])[CH:21]=1)[CH2:16][C:17](O)=[O:18])[CH2:10]2)(=[O:3])[CH3:2].C1N=CN(C(N2C=NC=C2)=O)C=1.Cl.[NH2:46][OH:47]. The catalyst is C1COCC1. The product is [C:1]([NH:4][C:5]1[CH:6]=[CH:7][CH:8]=[C:9]2[C:13]=1[C:12](=[O:14])[N:11]([CH:15]([C:20]1[CH:25]=[CH:24][C:23]([O:26][CH:27]([F:29])[F:28])=[C:22]([O:30][CH2:31][CH3:32])[CH:21]=1)[CH2:16][C:17]([NH:46][OH:47])=[O:18])[CH2:10]2)(=[O:3])[CH3:2]. The yield is 0.400. (2) The reactants are C([O:8][C:9](=[O:17])[CH2:10][N:11]1[CH2:15][CH2:14][CH2:13][C:12]1=[O:16])C1C=CC=CC=1. The catalyst is CO.[Pd]. The product is [O:16]=[C:12]1[CH2:13][CH2:14][CH2:15][N:11]1[CH2:10][C:9]([OH:17])=[O:8]. The yield is 1.00.